This data is from Retrosynthesis with 50K atom-mapped reactions and 10 reaction types from USPTO. The task is: Predict the reactants needed to synthesize the given product. (1) Given the product Cc1cccc(-c2sc(C3CC3)nc2C(=O)N2CCC[C@@H](NC(=O)c3nn(C)c4ccccc34)C2)c1, predict the reactants needed to synthesize it. The reactants are: Cc1cccc(-c2sc(C3CC3)nc2C(=O)N2CCC[C@@H](N)C2)c1.Cn1nc(C(=O)O)c2ccccc21. (2) Given the product O=C1c2ccccc2C(=O)N1CCCOc1ccc(I)cc1, predict the reactants needed to synthesize it. The reactants are: O=C1c2ccccc2C(=O)N1CCCBr.Oc1ccc(I)cc1. (3) The reactants are: NNc1cnc2ccc(Br)cc2n1.O=C(O)C1CC1. Given the product O=C(NNc1cnc2ccc(Br)cc2n1)C1CC1, predict the reactants needed to synthesize it. (4) Given the product COc1ccc(Nc2ncc(Cl)c(Nc3ccc(OC)cc3NS(C)(=O)=O)n2)c(C)c1, predict the reactants needed to synthesize it. The reactants are: COc1ccc(N)c(C)c1.COc1ccc(Nc2nc(Cl)ncc2Cl)c(NS(C)(=O)=O)c1. (5) Given the product CC(C)Oc1ccc(-c2nc(-c3cccc4c3CC[C@H]4N(CCO)S(C)(=O)=O)no2)cc1C#N, predict the reactants needed to synthesize it. The reactants are: CC(=O)OCCN([C@@H]1CCc2c(-c3noc(-c4ccc(OC(C)C)c(C#N)c4)n3)cccc21)S(C)(=O)=O. (6) Given the product ClCCCOc1ccc(-c2ccncc2)cc1, predict the reactants needed to synthesize it. The reactants are: ClCCCOc1ccc(Br)cc1.OB(O)c1ccncc1. (7) Given the product CC(OCC1(c2ccc(F)cc2)CCNCC1)c1cc(C(F)(F)F)cc2c1NC(=O)C2, predict the reactants needed to synthesize it. The reactants are: CC(OCC1(c2ccc(F)cc2)CCN(C(=O)OC(C)(C)C)CC1)c1cc(C(F)(F)F)cc2c1NC(=O)C2. (8) Given the product CCCCSc1c(CCC)c(=O)oc2ccc(Br)cc12, predict the reactants needed to synthesize it. The reactants are: CCCCS.CCCc1c(Cl)c2cc(Br)ccc2oc1=O. (9) Given the product O=C1NC(=O)C(Cc2ccccn2)S1, predict the reactants needed to synthesize it. The reactants are: O=C1NC(=O)C(=Cc2ccccn2)S1. (10) Given the product c1ccc(Nc2nc(-c3ccccn3)cs2)nc1, predict the reactants needed to synthesize it. The reactants are: NC(=S)Nc1ccccn1.O=C(CBr)c1ccccn1.